From a dataset of Reaction yield outcomes from USPTO patents with 853,638 reactions. Predict the reaction yield, written as a fraction of the theoretical maximum amount of product (1.0 means a 100% yield; for example, 0.34 means a 34% yield). (1) The reactants are [F:1][C:2]1[CH:7]=[CH:6][C:5]([C:8]2[N:12]([CH3:13])[N:11]=[CH:10][C:9]=2/[CH:14]=[CH:15]/[C:16]([NH:18][C:19]2[CH:24]=[CH:23][C:22]([CH2:25][CH:26]([OH:31])[C:27]([O:29]C)=[O:28])=[CH:21][CH:20]=2)=[O:17])=[CH:4][CH:3]=1.[OH-].[Na+].Cl. The catalyst is CO. The product is [F:1][C:2]1[CH:7]=[CH:6][C:5]([C:8]2[N:12]([CH3:13])[N:11]=[CH:10][C:9]=2/[CH:14]=[CH:15]/[C:16]([NH:18][C:19]2[CH:20]=[CH:21][C:22]([CH2:25][CH:26]([OH:31])[C:27]([OH:29])=[O:28])=[CH:23][CH:24]=2)=[O:17])=[CH:4][CH:3]=1. The yield is 0.620. (2) The reactants are [Cl:1][C:2]1[CH:3]=[CH:4][C:5]([SH:8])=[N:6][CH:7]=1.C[O-].[Na+].CO.Br[CH2:15][CH2:16][CH2:17][Cl:18].O. The catalyst is CO. The product is [Cl:1][C:2]1[CH:3]=[CH:4][C:5]([S:8][CH2:15][CH2:16][CH2:17][Cl:18])=[N:6][CH:7]=1. The yield is 0.920. (3) The reactants are [Br:1][C:2]1[C:3]([F:10])=[CH:4][C:5]([F:9])=[C:6]([CH:8]=1)[NH2:7].[C:11]([N:19]=[C:20]=[S:21])(=[O:18])[C:12]1[CH:17]=[CH:16][CH:15]=[CH:14][CH:13]=1. The product is [C:11]([NH:19][C:20]([NH:7][C:6]1[CH:8]=[C:2]([Br:1])[C:3]([F:10])=[CH:4][C:5]=1[F:9])=[S:21])(=[O:18])[C:12]1[CH:17]=[CH:16][CH:15]=[CH:14][CH:13]=1. The catalyst is CC(C)=O. The yield is 1.00. (4) The reactants are [CH3:1][O:2][C:3]1[CH:4]=[C:5]([C:12](=[O:14])[CH3:13])[CH:6]=[C:7]([O:10][CH3:11])[C:8]=1[OH:9].Cl.Cl[CH2:17][CH2:18][N:19]1[CH2:24][CH2:23][O:22][CH2:21][CH2:20]1.C(=O)([O-])[O-].[K+].[K+].CN(C)C=O. The catalyst is O. The product is [CH3:11][O:10][C:7]1[CH:6]=[C:5]([C:12](=[O:14])[CH3:13])[CH:4]=[C:3]([O:2][CH3:1])[C:8]=1[O:9][CH2:17][CH2:18][N:19]1[CH2:24][CH2:23][O:22][CH2:21][CH2:20]1. The yield is 0.670. (5) The reactants are [SH2:1].[O-]CC.[Na+].[Si:6]([CH2:16][CH2:17][CH2:18][NH:19][C:20]([NH:22][CH2:23][CH2:24]Cl)=[O:21])([O:13][CH2:14][CH3:15])([O:10][CH2:11][CH3:12])[O:7][CH2:8][CH3:9]. The catalyst is C(O)C. The product is [Si:6]([CH2:16][CH2:17][CH2:18][NH:19][C:20]([NH:22][CH2:23][CH2:24][SH:1])=[O:21])([O:13][CH2:14][CH3:15])([O:10][CH2:11][CH3:12])[O:7][CH2:8][CH3:9]. The yield is 0.979. (6) The reactants are [ClH:1].Cl.FC1C=CC(C2C=NC(N3CCNCC3)=NC=2)=CC=1.C(OC([N:29]1[CH2:34][CH2:33][N:32]([C:35]2[N:40]=[CH:39][C:38]([C:41]3[CH:46]=[CH:45][C:44]([C:47]([F:50])([F:49])[F:48])=[CH:43][CH:42]=3)=[CH:37][N:36]=2)[CH2:31][CH2:30]1)=O)(C)(C)C. No catalyst specified. The product is [ClH:1].[ClH:1].[N:32]1([C:35]2[N:36]=[CH:37][C:38]([C:41]3[CH:42]=[CH:43][C:44]([C:47]([F:49])([F:48])[F:50])=[CH:45][CH:46]=3)=[CH:39][N:40]=2)[CH2:33][CH2:34][NH:29][CH2:30][CH2:31]1. The yield is 0.690. (7) The reactants are [F:1][C:2]([F:12])([F:11])[C:3]1[C:4]([Cl:10])=[N:5][C:6](Cl)=[N:7][CH:8]=1.C(O)(C)(C)C.[NH2:18][C:19]1[CH:20]=[C:21]2[C:25](=[CH:26][CH:27]=1)[NH:24][C:23](=[O:28])[C:22]2([F:30])[F:29].C(N(CC)CC)C. The catalyst is C(O)(C)(C)C.ClCCCl.[Cl-].[Zn+2].[Cl-].C(OCC)C.ClCCCl. The product is [Cl:10][C:4]1[C:3]([C:2]([F:12])([F:11])[F:1])=[CH:8][N:7]=[C:6]([NH:18][C:19]2[CH:20]=[C:21]3[C:25](=[CH:26][CH:27]=2)[NH:24][C:23](=[O:28])[C:22]3([F:30])[F:29])[N:5]=1. The yield is 0.310.